This data is from Full USPTO retrosynthesis dataset with 1.9M reactions from patents (1976-2016). The task is: Predict the reactants needed to synthesize the given product. (1) Given the product [F:60][C:57]([F:58])([F:59])[C:54]1[CH:53]=[CH:52][C:51]([C:49]2[O:48][N:47]=[C:46]([CH2:45][N:1]3[C:9]4[C:4](=[CH:5][CH:6]=[CH:7][CH:8]=4)[C:3]4([C:13]5=[CH:14][C:15]6[O:19][CH2:18][O:17][C:16]=6[CH:20]=[C:12]5[O:11][CH2:10]4)[CH2:2]3)[N:50]=2)=[CH:56][CH:55]=1, predict the reactants needed to synthesize it. The reactants are: [NH:1]1[C:9]2[C:4](=[CH:5][CH:6]=[CH:7][CH:8]=2)[C:3]2([C:13]3=[CH:14][C:15]4[O:19][CH2:18][O:17][C:16]=4[CH:20]=[C:12]3[O:11][CH2:10]2)[C:2]1=O.BrC1C=CC=C2C=1C1(C3=CC4OCOC=4C=C3OC1)C(=O)N2.Cl[CH2:45][C:46]1[N:50]=[C:49]([C:51]2[CH:56]=[CH:55][C:54]([C:57]([F:60])([F:59])[F:58])=[CH:53][CH:52]=2)[O:48][N:47]=1.BrCC1OC(C(F)(F)F)=CC=1. (2) Given the product [C:1]([C:5]1[CH:9]=[C:8]([NH:10][C:19](=[O:20])[O:21][C:22]2[CH:27]=[CH:26][CH:25]=[CH:24][CH:23]=2)[N:7]([C:11]2[CH:12]=[N:13][CH:14]=[CH:15][C:16]=2[CH3:17])[N:6]=1)([CH3:4])([CH3:3])[CH3:2], predict the reactants needed to synthesize it. The reactants are: [C:1]([C:5]1[CH:9]=[C:8]([NH2:10])[N:7]([C:11]2[CH:12]=[N:13][CH:14]=[CH:15][C:16]=2[CH3:17])[N:6]=1)([CH3:4])([CH3:3])[CH3:2].Cl[C:19]([O:21][C:22]1[CH:27]=[CH:26][CH:25]=[CH:24][CH:23]=1)=[O:20]. (3) Given the product [OH:36][C:35]([CH3:37])([CH3:34])[CH2:12][S:13]([NH:16][C:17]1[CH:18]=[C:19]2[C:24](=[CH:25][CH:26]=1)[CH2:23][N:22]([C:27]([O:29][C:30]([CH3:33])([CH3:32])[CH3:31])=[O:28])[CH2:21][CH2:20]2)(=[O:14])=[O:15], predict the reactants needed to synthesize it. The reactants are: C([Li])CCC.CCCCCC.[CH3:12][S:13]([NH:16][C:17]1[CH:18]=[C:19]2[C:24](=[CH:25][CH:26]=1)[CH2:23][N:22]([C:27]([O:29][C:30]([CH3:33])([CH3:32])[CH3:31])=[O:28])[CH2:21][CH2:20]2)(=[O:15])=[O:14].[CH3:34][C:35]([CH3:37])=[O:36].C(=O)(O)[O-].[Na+]. (4) Given the product [CH2:1]([C:3]1[CH:4]=[C:5]([CH2:28][N:29]2[CH2:32][CH:31]([C:33]([OH:35])=[O:34])[CH2:30]2)[S:6][C:7]=1[C:8]1[N:12]=[C:11]([C:13]2[CH:18]=[CH:17][C:16]([O:19][C:20]3[CH:25]=[CH:24][CH:23]=[CH:22][C:21]=3[O:26][CH3:27])=[CH:15][CH:14]=2)[O:10][N:9]=1)[CH3:2], predict the reactants needed to synthesize it. The reactants are: [CH2:1]([C:3]1[CH:4]=[C:5]([CH2:28][N:29]2[CH2:32][CH:31]([C:33]([O:35]C)=[O:34])[CH2:30]2)[S:6][C:7]=1[C:8]1[N:12]=[C:11]([C:13]2[CH:18]=[CH:17][C:16]([O:19][C:20]3[CH:25]=[CH:24][CH:23]=[CH:22][C:21]=3[O:26][CH3:27])=[CH:15][CH:14]=2)[O:10][N:9]=1)[CH3:2].[OH-].[Na+].C(O)(=O)C.C(O)(=O)C(O)=O. (5) Given the product [CH3:17][C:2]1[C:3]2[N:4]([N:9]=[C:10]([C:12]([O:14][CH2:15][CH3:16])=[O:13])[CH:11]=2)[CH:5]=[C:6]([CH3:8])[N:7]=1, predict the reactants needed to synthesize it. The reactants are: Cl[C:2]1[C:3]2[N:4]([N:9]=[C:10]([C:12]([O:14][CH2:15][CH3:16])=[O:13])[CH:11]=2)[CH:5]=[C:6]([CH3:8])[N:7]=1.[CH3:17]B(O)O.C([O-])([O-])=O.[K+].[K+].CN(C=O)C.